This data is from Forward reaction prediction with 1.9M reactions from USPTO patents (1976-2016). The task is: Predict the product of the given reaction. Given the reactants [NH2:1][C:2]1[C:11]2[C:6](=[CH:7][CH:8]=[CH:9][C:10]=2[O:12][CH2:13][C@H:14]2[CH2:18][CH2:17][CH2:16][NH:15]2)[N:5]=[C:4]([CH3:19])[C:3]=1[C:20]([O:22][CH2:23][CH3:24])=[O:21].[CH:25]1([C:31](O)=[O:32])[CH2:30][CH2:29][CH2:28][CH2:27][CH2:26]1, predict the reaction product. The product is: [NH2:1][C:2]1[C:11]2[C:6](=[CH:7][CH:8]=[CH:9][C:10]=2[O:12][CH2:13][C@H:14]2[CH2:18][CH2:17][CH2:16][N:15]2[C:31]([CH:25]2[CH2:30][CH2:29][CH2:28][CH2:27][CH2:26]2)=[O:32])[N:5]=[C:4]([CH3:19])[C:3]=1[C:20]([O:22][CH2:23][CH3:24])=[O:21].